From a dataset of Reaction yield outcomes from USPTO patents with 853,638 reactions. Predict the reaction yield, written as a fraction of the theoretical maximum amount of product (1.0 means a 100% yield; for example, 0.34 means a 34% yield). (1) The reactants are C([NH:11][CH2:12][CH2:13][CH2:14][CH2:15][C:16]1[CH:21]=[CH:20][CH:19]=[CH:18][C:17]=1[O:22][CH2:23][C@H:24]([OH:27])[CH2:25][OH:26])(OCC1C=CC=CC=1)=O. The catalyst is CO.[Pd]. The product is [OH:27][C@H:24]([CH2:25][OH:26])[CH2:23][O:22][C:17]1[CH:18]=[CH:19][CH:20]=[CH:21][C:16]=1[CH2:15][CH2:14][CH2:13][CH2:12][NH2:11]. The yield is 0.920. (2) The reactants are [C:1]([C:3]1[CH:8]=[CH:7][C:6]([C@@H:9]2[C:14]([C:15]#[N:16])=[C:13]([CH3:17])[N:12]([C:18]3[CH:23]=[CH:22][CH:21]=[C:20]([C:24]([F:27])([F:26])[F:25])[CH:19]=3)[C:11](=[O:28])[NH:10]2)=[C:5]([S:29]([CH2:32][CH3:33])(=[O:31])=[O:30])[CH:4]=1)#[N:2].[H-].[Na+].[CH3:36][S:37](Cl)(=[O:39])=[O:38]. The catalyst is C1COCC1. The product is [C:1]([C:3]1[CH:8]=[CH:7][C:6]([C@@H:9]2[C:14]([C:15]#[N:16])=[C:13]([CH3:17])[N:12]([C:18]3[CH:23]=[CH:22][CH:21]=[C:20]([C:24]([F:27])([F:26])[F:25])[CH:19]=3)[C:11](=[O:28])[N:10]2[S:37]([CH3:36])(=[O:39])=[O:38])=[C:5]([S:29]([CH2:32][CH3:33])(=[O:31])=[O:30])[CH:4]=1)#[N:2]. The yield is 0.840. (3) The yield is 0.330. The product is [CH:18]([C:17]1[NH:6][C:7]2[C:8]([CH:16]=1)=[CH:9][C:10]([N+:13]([O-:15])=[O:14])=[CH:11][CH:12]=2)([CH3:24])[CH3:19]. The reactants are C([NH:6][C:7]1[CH:12]=[CH:11][C:10]([N+:13]([O-:15])=[O:14])=[CH:9][C:8]=1[C:16]#[C:17][C:18]([CH3:24])(C)[C:19](OC)=O)(=O)CCC.CCCC[N+](CCCC)(CCCC)CCCC.[F-]. The catalyst is CN(C=O)C. (4) The reactants are [F:1][C:2]1[C:3]([CH3:34])=[N:4][C:5]([NH:8][C:9]2[CH:10]=[C:11]([C:16]3[S:20][C:19]([C@@:21]4([OH:33])[CH2:26][CH2:25][C@H:24]([C:27]([O:29]C)=[O:28])[C:23]([CH3:32])([CH3:31])[CH2:22]4)=[N:18][CH:17]=3)[CH:12]=[C:13]([CH3:15])[CH:14]=2)=[N:6][CH:7]=1.[OH-].[Na+].Cl. The catalyst is CO. The product is [F:1][C:2]1[C:3]([CH3:34])=[N:4][C:5]([NH:8][C:9]2[CH:10]=[C:11]([C:16]3[S:20][C:19]([C:21]4([OH:33])[CH2:26][CH2:25][CH:24]([C:27]([OH:29])=[O:28])[C:23]([CH3:31])([CH3:32])[CH2:22]4)=[N:18][CH:17]=3)[CH:12]=[C:13]([CH3:15])[CH:14]=2)=[N:6][CH:7]=1. The yield is 0.580.